Dataset: Full USPTO retrosynthesis dataset with 1.9M reactions from patents (1976-2016). Task: Predict the reactants needed to synthesize the given product. Given the product [CH3:1][C:2]1[CH:7]=[CH:6][C:5]([S:8]([O:12][CH2:13][CH:14]([NH:18][C:19](=[O:25])[O:20][C:21]([CH3:23])([CH3:22])[CH3:24])[CH:15]([CH3:17])[CH3:16])(=[O:10])=[O:9])=[CH:4][CH:3]=1, predict the reactants needed to synthesize it. The reactants are: [CH3:1][C:2]1[CH:7]=[CH:6][C:5]([S:8](Cl)(=[O:10])=[O:9])=[CH:4][CH:3]=1.[OH:12][CH2:13][CH:14]([NH:18][C:19](=[O:25])[O:20][C:21]([CH3:24])([CH3:23])[CH3:22])[CH:15]([CH3:17])[CH3:16].O.